This data is from Catalyst prediction with 721,799 reactions and 888 catalyst types from USPTO. The task is: Predict which catalyst facilitates the given reaction. (1) Reactant: [Cl:1][C:2]1[N:7]=[C:6]([F:8])[C:5]([OH:9])=[CH:4][CH:3]=1.C([O-])([O-])=O.[K+].[K+].[CH2:16](Cl)[O:17][CH3:18]. Product: [Cl:1][C:2]1[N:7]=[C:6]([F:8])[C:5]([O:9][CH2:16][O:17][CH3:18])=[CH:4][CH:3]=1. The catalyst class is: 21. (2) Product: [CH2:1]([O:8][C:9](=[O:29])[NH:10][C@@H:11]1[C:14](=[O:15])[N:13]([CH2:16][C:17]2[CH:22]=[CH:21][C:20]([O:23][CH3:24])=[CH:19][C:18]=2[O:25][CH3:26])[C@@H:12]1[CH2:27][N:30]=[N+:31]=[N-:32])[C:2]1[CH:7]=[CH:6][CH:5]=[CH:4][CH:3]=1. Reactant: [CH2:1]([O:8][C:9](=[O:29])[NH:10][C@@H:11]1[C:14](=[O:15])[N:13]([CH2:16][C:17]2[CH:22]=[CH:21][C:20]([O:23][CH3:24])=[CH:19][C:18]=2[O:25][CH3:26])[C@@H:12]1[CH2:27]I)[C:2]1[CH:7]=[CH:6][CH:5]=[CH:4][CH:3]=1.[N-:30]=[N+:31]=[N-:32].C([N+](CCCC)(CCCC)CCCC)CCC. The catalyst class is: 1.